Dataset: Catalyst prediction with 721,799 reactions and 888 catalyst types from USPTO. Task: Predict which catalyst facilitates the given reaction. (1) Reactant: [CH:1]1([C:5]2[C:9]3[CH2:10][N:11](C(OC(C)(C)C)=O)[CH2:12][CH2:13][C:8]=3[NH:7][N:6]=2)[CH2:4][CH2:3][CH2:2]1.Cl.O1CCOCC1. Product: [CH:1]1([C:5]2[C:9]3[CH2:10][NH:11][CH2:12][CH2:13][C:8]=3[NH:7][N:6]=2)[CH2:4][CH2:3][CH2:2]1. The catalyst class is: 12. (2) Reactant: O1CCCC1.[H-].[Na+].[Cl:8][C:9]1[N:10]=[N:11][C:12](Cl)=[CH:13][CH:14]=1.[F:16][CH2:17][CH2:18][OH:19]. Product: [F:16][CH2:17][CH2:18][O:19][C:12]1[N:11]=[N:10][C:9]([Cl:8])=[CH:14][CH:13]=1. The catalyst class is: 6. (3) Reactant: [CH3:1][O:2][C:3]1[CH:9]=[CH:8][C:6]([NH2:7])=[C:5]([N+:10]([O-:12])=[O:11])[CH:4]=1.[C:13]([O:17][CH2:18][CH3:19])(=[O:16])[CH:14]=O.C1(C)C=CC=CC=1. Product: [C:13]([O:17][CH2:18][CH:19]=[N:7][C:6]1[CH:8]=[CH:9][C:3]([O:2][CH3:1])=[CH:4][C:5]=1[N+:10]([O-:12])=[O:11])(=[O:16])[CH3:14]. The catalyst class is: 11. (4) Reactant: C1C=CC(P(N=[N+]=[N-])(C2C=CC=CC=2)=O)=CC=1.C(N(CC)CC)C.[Cl:25][C:26]1[CH:34]=[CH:33][C:32]([N+:35]([O-:37])=[O:36])=[CH:31][C:27]=1[C:28]([OH:30])=O.[NH2:38][C:39]1[S:40][C:41]2[CH:47]=[C:46]([CH3:48])[CH:45]=[CH:44][C:42]=2[N:43]=1. Product: [CH3:48][C:46]1[CH:45]=[CH:44][C:42]2[N:43]=[C:39]([NH:38][C:28]([C:27]3[CH:31]=[C:32]([N+:35]([O-:37])=[O:36])[CH:33]=[CH:34][C:26]=3[Cl:25])=[O:30])[S:40][C:41]=2[CH:47]=1. The catalyst class is: 44.